This data is from Reaction yield outcomes from USPTO patents with 853,638 reactions. The task is: Predict the reaction yield, written as a fraction of the theoretical maximum amount of product (1.0 means a 100% yield; for example, 0.34 means a 34% yield). The reactants are [CH2:1]([O:8][C:9]1[C:10]([C:30]([O:32][C:33]([CH3:36])([CH3:35])[CH3:34])=[O:31])=[N:11][C:12]([CH2:16][CH:17]2[CH2:22][CH2:21][N:20]([C:23]([O:25][C:26]([CH3:29])([CH3:28])[CH3:27])=[O:24])[CH2:19][CH2:18]2)=[N:13][C:14]=1[OH:15])[C:2]1[CH:7]=[CH:6][CH:5]=[CH:4][CH:3]=1.[F:37][C:38]([F:51])([F:50])[S:39](O[S:39]([C:38]([F:51])([F:50])[F:37])(=[O:41])=[O:40])(=[O:41])=[O:40].C(N(CC)CC)C. The catalyst is ClCCl. The product is [CH2:1]([O:8][C:9]1[C:10]([C:30]([O:32][C:33]([CH3:36])([CH3:35])[CH3:34])=[O:31])=[N:11][C:12]([CH2:16][CH:17]2[CH2:22][CH2:21][N:20]([C:23]([O:25][C:26]([CH3:27])([CH3:28])[CH3:29])=[O:24])[CH2:19][CH2:18]2)=[N:13][C:14]=1[O:15][S:39]([C:38]([F:51])([F:50])[F:37])(=[O:41])=[O:40])[C:2]1[CH:3]=[CH:4][CH:5]=[CH:6][CH:7]=1. The yield is 0.950.